Dataset: Forward reaction prediction with 1.9M reactions from USPTO patents (1976-2016). Task: Predict the product of the given reaction. (1) Given the reactants C(=O)([O-])[O-].[Cs+].[Cs+].N1CCC[C@H]1C(O)=O.[NH:15]1[CH:19]=[CH:18][N:17]=[N:16]1.[OH:20][C:21]1[C:26](I)=[CH:25][C:24]([N+:28]([O-:30])=[O:29])=[CH:23][N:22]=1.Cl, predict the reaction product. The product is: [N+:28]([C:24]1[CH:25]=[C:26]([N:16]2[N:17]=[CH:18][CH:19]=[N:15]2)[C:21]([OH:20])=[N:22][CH:23]=1)([O-:30])=[O:29]. (2) The product is: [O:18]=[C:19]1[CH:20]=[C:24]([CH:26]2[CH2:31][CH2:30][N:29]([C:32]([O:34][C:35]([CH3:38])([CH3:37])[CH3:36])=[O:33])[CH2:28][CH2:27]2)[N:9]2[N:10]=[C:11]3[C:7]([C:6]([C:2]4[S:1][CH:5]=[CH:4][N:3]=4)=[CH:14][CH:13]=[CH:12]3)=[C:8]2[NH:15]1. Given the reactants [S:1]1[CH:5]=[CH:4][N:3]=[C:2]1[C:6]1[CH:14]=[CH:13][CH:12]=[C:11]2[C:7]=1[C:8]([NH2:15])=[N:9][NH:10]2.CC1(C)OC(=O)[CH:20]([C:24]([CH:26]2[CH2:31][CH2:30][N:29]([C:32]([O:34][C:35]([CH3:38])([CH3:37])[CH3:36])=[O:33])[CH2:28][CH2:27]2)=O)[C:19](=O)[O:18]1.P([O-])([O-])([O-])=O.[K+].[K+].[K+], predict the reaction product.